Predict the product of the given reaction. From a dataset of Forward reaction prediction with 1.9M reactions from USPTO patents (1976-2016). (1) Given the reactants [Br:1][C:2]1[S:3][C:4]([C:7]([OH:9])=O)=[CH:5][N:6]=1.[NH:10]1[C:14]2=[N:15][CH:16]=[CH:17][CH:18]=[C:13]2[CH:12]=[CH:11]1.[Cl-].[Cl-].[Cl-].[Al+3], predict the reaction product. The product is: [Br:1][C:2]1[S:3][C:4]([C:7]([C:12]2[C:13]3[C:14](=[N:15][CH:16]=[CH:17][CH:18]=3)[NH:10][CH:11]=2)=[O:9])=[CH:5][N:6]=1. (2) Given the reactants [F:1][C:2]([F:37])([F:36])[C:3]1[CH:4]=[C:5]([C:13]([CH3:35])([CH3:34])[C:14]([N:16]([CH3:33])[C:17]2[CH:22]=[C:21]([N+:23]([O-])=O)[CH:20]=[CH:19][C:18]=2[C:26]2[CH:31]=[CH:30][CH:29]=[CH:28][C:27]=2[CH3:32])=[O:15])[CH:6]=[C:7]([C:9]([F:12])([F:11])[F:10])[CH:8]=1.O, predict the reaction product. The product is: [NH2:23][C:21]1[CH:20]=[CH:19][C:18]([C:26]2[CH:31]=[CH:30][CH:29]=[CH:28][C:27]=2[CH3:32])=[C:17]([N:16]([CH3:33])[C:14](=[O:15])[C:13]([C:5]2[CH:6]=[C:7]([C:9]([F:10])([F:11])[F:12])[CH:8]=[C:3]([C:2]([F:1])([F:36])[F:37])[CH:4]=2)([CH3:34])[CH3:35])[CH:22]=1. (3) Given the reactants [CH:1]1([N:6]2[CH2:12][C:11]3([CH2:15][CH2:14][CH2:13]3)[C:10](=[O:16])[N:9]([CH3:17])[C:8]3[CH:18]=[N:19][C:20]([NH:22][C:23]4[CH:31]=[CH:30][C:26]([C:27]([OH:29])=O)=[CH:25][C:24]=4[O:32][CH3:33])=[N:21][C:7]2=3)[CH2:5][CH2:4][CH2:3][CH2:2]1.CCN(C(C)C)C(C)C.CN(C(ON1N=NC2C=CC=CC1=2)=[N+](C)C)C.[B-](F)(F)(F)F.[NH2:65][N:66]1[CH2:71][CH2:70][N:69]([CH3:72])[CH2:68][CH2:67]1, predict the reaction product. The product is: [CH:1]1([N:6]2[CH2:12][C:11]3([CH2:15][CH2:14][CH2:13]3)[C:10](=[O:16])[N:9]([CH3:17])[C:8]3[CH:18]=[N:19][C:20]([NH:22][C:23]4[CH:31]=[CH:30][C:26]([C:27]([NH:65][N:66]5[CH2:71][CH2:70][N:69]([CH3:72])[CH2:68][CH2:67]5)=[O:29])=[CH:25][C:24]=4[O:32][CH3:33])=[N:21][C:7]2=3)[CH2:2][CH2:3][CH2:4][CH2:5]1.